Dataset: Full USPTO retrosynthesis dataset with 1.9M reactions from patents (1976-2016). Task: Predict the reactants needed to synthesize the given product. (1) Given the product [CH3:18][O:17][C:11]1[CH:10]=[C:9]2[C:14]([CH:15]=[CH:16][C:7]([C:21]#[N:22])=[CH:8]2)=[CH:13][CH:12]=1, predict the reactants needed to synthesize it. The reactants are: FC(F)(F)S(O[C:7]1[CH:16]=[CH:15][C:14]2[C:9](=[CH:10][C:11]([O:17][CH3:18])=[CH:12][CH:13]=2)[CH:8]=1)(=O)=O.[CH3:21][N:22](C=O)C. (2) Given the product [Cl:28][CH2:29][C:30]1[CH:38]=[CH:37][C:33]([C:34]([NH:16][C:13]2[S:14][C:15]3[C:7]([CH:1]4[CH2:2][CH2:3][CH2:4][CH2:5][CH2:6]4)=[CH:8][CH:9]=[C:10]([O:17][CH3:18])[C:11]=3[N:12]=2)=[O:35])=[CH:32][CH:31]=1, predict the reactants needed to synthesize it. The reactants are: [CH:1]1([C:7]2[C:15]3[S:14][C:13]([NH2:16])=[N:12][C:11]=3[C:10]([O:17][CH3:18])=[CH:9][CH:8]=2)[CH2:6][CH2:5][CH2:4][CH2:3][CH2:2]1.C(N(C(C)C)C(C)C)C.[Cl:28][CH2:29][C:30]1[CH:38]=[CH:37][C:33]([C:34](Cl)=[O:35])=[CH:32][CH:31]=1.